Dataset: Reaction yield outcomes from USPTO patents with 853,638 reactions. Task: Predict the reaction yield, written as a fraction of the theoretical maximum amount of product (1.0 means a 100% yield; for example, 0.34 means a 34% yield). (1) The reactants are [C:1]1([CH2:7][O:8][C:9]([NH:11][C@H:12]([C:17]([OH:19])=O)[CH2:13][CH:14]([CH3:16])[CH3:15])=[O:10])[CH:6]=[CH:5][CH:4]=[CH:3][CH:2]=1.[NH2:20][C@H:21]([CH2:26][OH:27])[CH2:22][CH2:23][CH2:24][CH3:25]. No catalyst specified. The product is [C:1]1([CH2:7][O:8][C:9]([NH:11][C@H:12]([C:17]([NH:20][C@H:21]([CH2:26][OH:27])[CH2:22][CH2:23][CH2:24][CH3:25])=[O:19])[CH2:13][CH:14]([CH3:15])[CH3:16])=[O:10])[CH:2]=[CH:3][CH:4]=[CH:5][CH:6]=1. The yield is 0.580. (2) The reactants are Cl[C:2]1[CH:7]=[C:6]([C:8]2[CH:17]=[CH:16][C:15]3[C:10](=[CH:11][CH:12]=[CH:13][CH:14]=3)[CH:9]=2)[N:5]=[CH:4][N:3]=1.[CH3:18][C:19]1[CH:24]=[CH:23][C:22]([CH3:25])=[CH:21][C:20]=1B(O)O.C(=O)([O-])[O-].[Na+].[Na+]. The catalyst is C1C=CC(P(C2C=CC=CC=2)C2C=CC=CC=2)=CC=1.C1C=CC(P(C2C=CC=CC=2)C2C=CC=CC=2)=CC=1.Cl[Pd]Cl.O.C(#N)C. The product is [CH3:18][C:19]1[CH:24]=[CH:23][C:22]([CH3:25])=[CH:21][C:20]=1[C:2]1[CH:7]=[C:6]([C:8]2[CH:17]=[CH:16][C:15]3[C:10](=[CH:11][CH:12]=[CH:13][CH:14]=3)[CH:9]=2)[N:5]=[CH:4][N:3]=1. The yield is 0.970. (3) The reactants are [C:1]1([S:7][CH3:8])[CH:6]=[CH:5][CH:4]=[CH:3][CH:2]=1.CC([O-])(C)C.[K+].[SiH:15]([CH2:20][CH3:21])([CH2:18][CH3:19])[CH2:16][CH3:17]. The catalyst is O1CCCC1. The product is [CH2:16]([Si:15]([CH2:20][CH3:21])([CH2:18][CH3:19])[CH2:8][S:7][C:1]1[CH:6]=[CH:5][CH:4]=[CH:3][CH:2]=1)[CH3:17]. The yield is 0.680. (4) The reactants are [N:1]#[C:2]Br.[CH3:4][O:5][C:6]1[CH:11]=[CH:10][C:9]([C:12]2([C:15]([NH:17][NH2:18])=[O:16])[CH2:14][CH2:13]2)=[CH:8][CH:7]=1.C(=O)(O)[O-].[K+]. The catalyst is CO.O. The product is [CH3:4][O:5][C:6]1[CH:7]=[CH:8][C:9]([C:12]2([C:15]3[O:16][C:2]([NH2:1])=[N:18][N:17]=3)[CH2:14][CH2:13]2)=[CH:10][CH:11]=1. The yield is 0.713. (5) The reactants are Cl[C:2]1[C:11]([N+:12]([O-:14])=[O:13])=[CH:10][CH:9]=[CH:8][C:3]=1[C:4]([O:6][CH3:7])=[O:5].[CH3:15][NH2:16]. The catalyst is O1CCCC1. The product is [CH3:15][NH:16][C:2]1[C:11]([N+:12]([O-:14])=[O:13])=[CH:10][CH:9]=[CH:8][C:3]=1[C:4]([O:6][CH3:7])=[O:5]. The yield is 1.00. (6) The yield is 0.500. The product is [NH2:24][C:21]1[CH:22]=[CH:23][C:18]([O:17][C:16]2[CH:15]=[CH:14][N:13]=[C:12]3[N:8]([CH2:7][C:6]4[CH:27]=[CH:28][C:3]([O:2][CH3:1])=[CH:4][CH:5]=4)[N:9]=[C:10]([NH:36][CH:33]4[CH2:34][CH2:35][N:30]([CH3:29])[CH2:31][CH2:32]4)[C:11]=23)=[C:19]([F:25])[CH:20]=1. The reactants are [CH3:1][O:2][C:3]1[CH:28]=[CH:27][C:6]([CH2:7][N:8]2[C:12]3=[N:13][CH:14]=[CH:15][C:16]([O:17][C:18]4[CH:23]=[CH:22][C:21]([NH2:24])=[CH:20][C:19]=4[F:25])=[C:11]3[C:10](I)=[N:9]2)=[CH:5][CH:4]=1.[CH3:29][N:30]1[CH2:35][CH2:34][CH:33]([NH2:36])[CH2:32][CH2:31]1.N1CCC[C@H]1C(O)=O.C([O-])([O-])=O.[K+].[K+]. The catalyst is CS(C)=O.[Cu]I.C(Cl)Cl. (7) The reactants are [Cl:1][C:2]1[CH:3]=[CH:4][C:5]2[N:6]([C:8]([CH3:13])=[C:9]([CH2:11][OH:12])[N:10]=2)[N:7]=1. The catalyst is C(Cl)(Cl)Cl.[O-2].[Mn+4].[O-2]. The product is [Cl:1][C:2]1[CH:3]=[CH:4][C:5]2[N:6]([C:8]([CH3:13])=[C:9]([CH:11]=[O:12])[N:10]=2)[N:7]=1. The yield is 0.800. (8) The reactants are [CH3:1][O:2][C:3]1[CH:4]=[C:5]([CH:10]=[CH:11][C:12]=1[O:13][CH3:14])[C:6]([O:8][CH3:9])=[O:7].[Br:15]Br. The catalyst is CC(O)=O. The product is [CH3:9][O:8][C:6](=[O:7])[C:5]1[CH:4]=[C:3]([O:2][CH3:1])[C:12]([O:13][CH3:14])=[CH:11][C:10]=1[Br:15]. The yield is 0.640. (9) The reactants are [NH2:1][C:2]1[C:7]([NH2:8])=[C:6]([NH:9][C@@H:10]2[C@@H:15]3[CH2:16][C@@H:12]([CH:13]=[CH:14]3)[C@@H:11]2[C:17]([NH2:19])=[O:18])[C:5]([Br:20])=[CH:4][N:3]=1.[N:21]1([C:27]2[CH:28]=[C:29]([CH:32]=[CH:33][CH:34]=2)[CH:30]=O)[CH2:26][CH2:25][O:24][CH2:23][CH2:22]1. No catalyst specified. The product is [Br:20][C:5]1[C:6]([NH:9][C@@H:10]2[C@@H:15]3[CH2:16][C@@H:12]([CH:13]=[CH:14]3)[C@@H:11]2[C:17]([NH2:19])=[O:18])=[C:7]2[N:8]=[C:30]([C:29]3[CH:32]=[CH:33][CH:34]=[C:27]([N:21]4[CH2:26][CH2:25][O:24][CH2:23][CH2:22]4)[CH:28]=3)[NH:1][C:2]2=[N:3][CH:4]=1. The yield is 0.900.